Dataset: Reaction yield outcomes from USPTO patents with 853,638 reactions. Task: Predict the reaction yield, written as a fraction of the theoretical maximum amount of product (1.0 means a 100% yield; for example, 0.34 means a 34% yield). (1) The reactants are C[Si](C)(C)[C:3]#[C:4][C:5]1[CH:6]=[C:7]([NH2:11])[CH:8]=[N:9][CH:10]=1.C([O-])([O-])=O.[K+].[K+]. The catalyst is CO. The product is [C:4]([C:5]1[CH:6]=[C:7]([NH2:11])[CH:8]=[N:9][CH:10]=1)#[CH:3]. The yield is 0.970. (2) The reactants are [N+:1]([C:4]1[CH:5]=[N:6][N:7]([CH2:9][C:10]([NH:12][C:13]2[CH:18]=[CH:17][CH:16]=[CH:15][CH:14]=2)=[O:11])[CH:8]=1)([O-])=O. The catalyst is C(O)C.[Pd]. The product is [NH2:1][C:4]1[CH:5]=[N:6][N:7]([CH2:9][C:10]([NH:12][C:13]2[CH:18]=[CH:17][CH:16]=[CH:15][CH:14]=2)=[O:11])[CH:8]=1. The yield is 0.720. (3) The reactants are C[N:2](C)[CH2:3][CH:4]=[CH:5][C:6]1[C:7]([CH:15]([CH3:17])[CH3:16])=[N:8][N:9]2[CH:14]=[CH:13][CH:12]=[CH:11][C:10]=12.[NH2:19]N.[O-]CC.[Na+]. The catalyst is C(O)C. The product is [CH:15]([C:7]1[C:6]([C:5]2[CH:4]=[CH:3][NH:2][N:19]=2)=[C:10]2[CH:11]=[CH:12][CH:13]=[CH:14][N:9]2[N:8]=1)([CH3:17])[CH3:16]. The yield is 0.870. (4) The reactants are [NH2:1][C:2]1[N:7]=[CH:6][C:5]([C:8]2[CH:9]=[C:10]([NH2:19])[C:11]([NH:14][C:15]([CH3:18])([CH3:17])[CH3:16])=[CH:12][CH:13]=2)=[CH:4][N:3]=1.[CH3:20][C:21]1[CH:22]=[N:23][N:24]([C:26]2[CH:33]=[CH:32][CH:31]=[CH:30][C:27]=2[CH:28]=O)[CH:25]=1.C([O-])(O)=O.[Na+]. The catalyst is C(O)(=O)C. The product is [C:15]([N:14]1[C:11]2[CH:12]=[CH:13][C:8]([C:5]3[CH:4]=[N:3][C:2]([NH2:1])=[N:7][CH:6]=3)=[CH:9][C:10]=2[N:19]=[C:28]1[C:27]1[CH:30]=[CH:31][CH:32]=[CH:33][C:26]=1[N:24]1[CH:25]=[C:21]([CH3:20])[CH:22]=[N:23]1)([CH3:16])([CH3:18])[CH3:17]. The yield is 0.350. (5) The product is [Cl:1][C:2]1[C:7]([Cl:8])=[CH:6][C:5]([CH2:9][Cl:19])=[CH:4][N:3]=1. The reactants are [Cl:1][C:2]1[C:7]([Cl:8])=[CH:6][C:5]([CH2:9]O)=[CH:4][N:3]=1.N1C=CC=CC=1.P(Cl)(Cl)([Cl:19])=O.Cl. The yield is 0.774. The catalyst is ClCCl.